This data is from Peptide-MHC class I binding affinity with 185,985 pairs from IEDB/IMGT. The task is: Regression. Given a peptide amino acid sequence and an MHC pseudo amino acid sequence, predict their binding affinity value. This is MHC class I binding data. (1) The peptide sequence is QTMLFTMLRK. The MHC is HLA-A33:01 with pseudo-sequence HLA-A33:01. The binding affinity (normalized) is 0.483. (2) The peptide sequence is LQLTAVFAY. The MHC is HLA-B35:01 with pseudo-sequence HLA-B35:01. The binding affinity (normalized) is 0.781. (3) The peptide sequence is GRGGNYPVQ. The binding affinity (normalized) is 0. The MHC is HLA-B27:05 with pseudo-sequence HLA-B27:05. (4) The peptide sequence is KKYNNDKSF. The MHC is HLA-B08:01 with pseudo-sequence HLA-B08:01. The binding affinity (normalized) is 0.238.